This data is from Full USPTO retrosynthesis dataset with 1.9M reactions from patents (1976-2016). The task is: Predict the reactants needed to synthesize the given product. (1) Given the product [CH3:1][O:2][C:3]1[CH:12]=[CH:11][C:6]([C:7]([OH:9])=[O:8])=[C:5]([C:13]2[CH:18]=[CH:17][C:16]([F:19])=[CH:15][CH:14]=2)[CH:4]=1, predict the reactants needed to synthesize it. The reactants are: [CH3:1][O:2][C:3]1[CH:12]=[CH:11][C:6]([C:7]([O:9]C)=[O:8])=[C:5]([C:13]2[CH:18]=[CH:17][C:16]([F:19])=[CH:15][CH:14]=2)[CH:4]=1.[OH-].[Na+]. (2) Given the product [CH3:1][C:2]1[CH:3]=[C:4]([C:8]2[N:9]=[C:10]3[CH:15]=[CH:14][CH:13]=[N:12][N:11]3[C:16]=2[C:17]2[CH:22]=[CH:21][N:20]=[C:19]([NH:23][C:25](=[O:26])[O:27][CH2:28][C:29]([Cl:32])([Cl:31])[Cl:30])[CH:18]=2)[CH:5]=[CH:6][CH:7]=1, predict the reactants needed to synthesize it. The reactants are: [CH3:1][C:2]1[CH:3]=[C:4]([C:8]2[N:9]=[C:10]3[CH:15]=[CH:14][CH:13]=[N:12][N:11]3[C:16]=2[C:17]2[CH:22]=[CH:21][N:20]=[C:19]([NH2:23])[CH:18]=2)[CH:5]=[CH:6][CH:7]=1.Cl[C:25]([O:27][CH2:28][C:29]([Cl:32])([Cl:31])[Cl:30])=[O:26].C(=O)([O-])O.[Na+].